From a dataset of Catalyst prediction with 721,799 reactions and 888 catalyst types from USPTO. Predict which catalyst facilitates the given reaction. (1) Reactant: [CH3:1][C:2]1[CH:3]=[CH:4][CH:5]=[C:6]2[C:10]=1[NH:9][C:8](=[O:11])[C:7]2=[O:12].CCN(P1(N(C)CCCN1)=NC(C)(C)C)CC.[Cl:30][C:31]1[CH:38]=[CH:37][CH:36]=[CH:35][C:32]=1[CH2:33]Br. Product: [Cl:30][C:31]1[CH:38]=[CH:37][CH:36]=[CH:35][C:32]=1[CH2:33][N:9]1[C:10]2[C:6](=[CH:5][CH:4]=[CH:3][C:2]=2[CH3:1])[C:7](=[O:12])[C:8]1=[O:11]. The catalyst class is: 291. (2) Reactant: [C:1]([C:4]1[NH:5][C:6]2[C:11]([CH:12]=1)=[CH:10][CH:9]=[C:8]([C:13]([O:15]CC)=[O:14])[CH:7]=2)(=[O:3])[NH2:2].[OH-].[Na+].Cl. Product: [C:1]([C:4]1[NH:5][C:6]2[C:11]([CH:12]=1)=[CH:10][CH:9]=[C:8]([C:13]([OH:15])=[O:14])[CH:7]=2)(=[O:3])[NH2:2]. The catalyst class is: 5.